From a dataset of Peptide-MHC class I binding affinity with 185,985 pairs from IEDB/IMGT. Regression. Given a peptide amino acid sequence and an MHC pseudo amino acid sequence, predict their binding affinity value. This is MHC class I binding data. The peptide sequence is NSHQRSDSSLV. The MHC is H-2-Db with pseudo-sequence H-2-Db. The binding affinity (normalized) is 0.0278.